This data is from Forward reaction prediction with 1.9M reactions from USPTO patents (1976-2016). The task is: Predict the product of the given reaction. (1) Given the reactants [CH3:1][O:2][C:3]1[CH:8]=[CH:7][C:6]([CH:9]2[C:14]([C:15]3[CH:20]=[CH:19][C:18]([O:21][CH3:22])=[CH:17][CH:16]=3)=[N:13][NH:12][C:11](=[O:23])[CH:10]2O)=[CH:5][CH:4]=1.O.C1(C)C=CC(S(O)(=O)=O)=CC=1.C(OCC)C, predict the reaction product. The product is: [CH3:1][O:2][C:3]1[CH:8]=[CH:7][C:6]([C:9]2[C:14]([C:15]3[CH:16]=[CH:17][C:18]([O:21][CH3:22])=[CH:19][CH:20]=3)=[N:13][NH:12][C:11](=[O:23])[CH:10]=2)=[CH:5][CH:4]=1. (2) Given the reactants [F:1][C:2]([F:37])([F:36])[C:3]1[CH:4]=[C:5]([C@H:13]([N:15]([CH3:35])[C:16]([N:18]2[CH2:23][CH2:22][CH:21]([N+:24]([O-:26])=[O:25])[CH2:20][C@@H:19]2[C:27]2[CH:32]=[CH:31][C:30]([F:33])=[CH:29][C:28]=2[CH3:34])=[O:17])[CH3:14])[CH:6]=[C:7]([C:9]([F:12])([F:11])[F:10])[CH:8]=1.[F-].[K+].[C:40]([O:48][CH3:49])(=[O:47])/[CH:41]=[CH:42]\[C:43]([O:45][CH3:46])=[O:44].O, predict the reaction product. The product is: [F:12][C:9]([F:10])([F:11])[C:7]1[CH:6]=[C:5]([C@H:13]([N:15]([CH3:35])[C:16]([N:18]2[CH2:23][CH2:22][C@@:21]([CH:42]([CH2:41][C:40]([O:48][CH3:49])=[O:47])[C:43]([O:45][CH3:46])=[O:44])([N+:24]([O-:26])=[O:25])[CH2:20][C@@H:19]2[C:27]2[CH:32]=[CH:31][C:30]([F:33])=[CH:29][C:28]=2[CH3:34])=[O:17])[CH3:14])[CH:4]=[C:3]([C:2]([F:1])([F:36])[F:37])[CH:8]=1.